From a dataset of Full USPTO retrosynthesis dataset with 1.9M reactions from patents (1976-2016). Predict the reactants needed to synthesize the given product. (1) Given the product [C:23]1([CH2:22][C:21]([N:17]2[C:18]3[C:14](=[CH:13][C:12]([C:9]4[C:4]5[C:5]([NH2:8])=[N:6][CH:7]=[C:2]([C:33]6[CH:34]=[CH:35][N:30]=[CH:31][CH:32]=6)[C:3]=5[S:11][CH:10]=4)=[CH:20][CH:19]=3)[CH2:15][CH2:16]2)=[O:29])[CH:28]=[CH:27][CH:26]=[CH:25][CH:24]=1, predict the reactants needed to synthesize it. The reactants are: I[C:2]1[C:3]2[S:11][CH:10]=[C:9]([C:12]3[CH:13]=[C:14]4[C:18](=[CH:19][CH:20]=3)[N:17]([C:21](=[O:29])[CH2:22][C:23]3[CH:28]=[CH:27][CH:26]=[CH:25][CH:24]=3)[CH2:16][CH2:15]4)[C:4]=2[C:5]([NH2:8])=[N:6][CH:7]=1.[N:30]1[CH:35]=[CH:34][C:33](B(O)O)=[CH:32][CH:31]=1.C(=O)(O)[O-].[Na+].CO. (2) Given the product [CH3:20][O:19][C:16]1[CH:17]=[CH:18][C:13]([CH2:12][N:6]2[C:5](=[O:21])[CH:4]3[NH:9][C:8](=[O:10])[CH:7]2[S:11][S:3]3)=[CH:14][CH:15]=1, predict the reactants needed to synthesize it. The reactants are: II.[SH:3][CH:4]1[NH:9][C:8](=[O:10])[CH:7]([SH:11])[N:6]([CH2:12][C:13]2[CH:18]=[CH:17][C:16]([O:19][CH3:20])=[CH:15][CH:14]=2)[C:5]1=[O:21].